From a dataset of Full USPTO retrosynthesis dataset with 1.9M reactions from patents (1976-2016). Predict the reactants needed to synthesize the given product. Given the product [Br:1][C:2]1[CH:3]=[CH:4][C:5]([C:8]2[O:12][N:11]=[C:10]([CH3:13])[C:9]=2[CH:14]([OH:15])[CH:18]([CH3:19])[CH:17]=[CH2:20])=[CH:6][CH:7]=1, predict the reactants needed to synthesize it. The reactants are: [Br:1][C:2]1[CH:7]=[CH:6][C:5]([C:8]2[O:12][N:11]=[C:10]([CH3:13])[C:9]=2[CH:14]=[O:15])=[CH:4][CH:3]=1.Br[CH:17]([CH3:20])[CH:18]=[CH2:19].